Dataset: Experimentally validated miRNA-target interactions with 360,000+ pairs, plus equal number of negative samples. Task: Binary Classification. Given a miRNA mature sequence and a target amino acid sequence, predict their likelihood of interaction. (1) The miRNA is mmu-miR-1894-3p with sequence GCAAGGGAGAGGGUGAAGGGAG. The protein sequence of the target gene is MTLLTSSLLLFSLLTSRLEAIPVLEKSPAHPAHSAHPAHPAHPAHPAHPSPGVRILRAPESLVAPLGDEVVLECETSLQPERFEWSHRSSRSPGAGFKYLKTGTAKANVSQEAAISRLRVLVRPDTLGEYRCVGWFGPLVVTSTIARLELASTSLVDAQESESPLQWRVSAGNSVLWSCGQQVQSNPSASWSYYRNGVEIKPEFIGTNGNLFLSNVSSESSGSYSCQATNPASGERIQLPGSLQLQVTPEQRSESKSPHLLRGQPSSQEITIREGSSLLLLCPGVGSPPPTVVWSSPDVV.... Result: 0 (no interaction). (2) The miRNA is hsa-miR-6887-3p with sequence UCCCCUCCACUUUCCUCCUAG. The protein sequence of the target gene is MDSFDLALLQEWDLESLCVYEPDRNALRRKERERRNQETQQDDGTFNSSYSLFSEPYKTNKGDELSNRIQNTLGNYDEMKDFLTDRSNQSHLVGVPKPGVPQTPVNKIDEHFVADSRAQNQPSSICSTTTSTPAAVPVQQSKRGTMGWQKAGHPPSDGQQRATQQGSLRTLLGDGVGRQQPRAKQVCNVEVGLQTQERPPAMAAKHSSSGHCVQNFPPSLASKPSLVQQKPTAYVRPMDGQDQAPDESPKLKSSSETSVHCTSYRGVPASKPEPARAKAKLSKFSIPKQGEESRSGETNS.... Result: 0 (no interaction). (3) The miRNA is hsa-miR-1250-5p with sequence ACGGUGCUGGAUGUGGCCUUU. The protein sequence of the target gene is MAQGQRKFQAHKPAKSKTAAAASEKNRGPRKGGRVIAPKKARVVQQQKLKKNLEVGIRKKIEHDVVMKASSSLPKKLALLKAPAKKKGAAAATSSKTPS. Result: 0 (no interaction). (4) The miRNA is hsa-miR-4713-3p with sequence UGGGAUCCAGACAGUGGGAGAA. The protein sequence of the target gene is MKRRTDPECTAPLKKQKRIGELARHLSSTSDDEPLSSVNHAAKASATSLSGSDSETEGKQPCSDDFKDAFKADSLVEGTSSRYSMYNSVSQRLMAKMGFREGEGLGKYSQGRKDIVETSNQKGRRGLGLTLQGFDQELNVDWRDEPEPNACEQVSWFPECTTEIPDSREMSDWMVVGKRKMVIEDETEFCGEELLHSMLKCKSVFDILDGEEMRRARTRANPYEMIRGVFFLNRAAMKMANMDFVFDRMFTNPLDSSGKPLLKESDIDLLYFADVCAGPGGFSEYVLWRKKWHAKGFGMT.... Result: 0 (no interaction). (5) The miRNA is hsa-miR-181a-5p with sequence AACAUUCAACGCUGUCGGUGAGU. The protein sequence of the target gene is MAAQRNRSKESKDCSGLVLLCLFFGIPWEAGARQISYSIPEELEKGSFVGNISKDLGLAPRELAERGVRIVSRGRTQLFSLNPRSGSLITAGRIDREELCAQSARCVVSFNILVEDRVKLFGIEIEVTDINDNAPKFQAENLDVKINENVAAGMRFPLPEAIDPDVGVNSLQSYQLSPNKHFSLRVQSRANGVKYPELVLEHSLDREEEAIHHLVLTASDGGDPLRSGTVLVSVTVFDANDNAPVFTLPEYRVSVPENLPVGTQLLTVTATDRDEGANGEVTYSFRKLPDTQLLKFQLNK.... Result: 0 (no interaction). (6) The miRNA is hsa-miR-4509 with sequence ACUAAAGGAUAUAGAAGGUUUU. The protein sequence of the target gene is MILTSVLGSGPRSWSSLWPLLGSSLSLRARSTSATDTHHVELARERSKTVTSFYNQSAIDVAAEKPSVRLTPTMMLYSGRSQDGSHLLKSGRYLQQELPVRIAHRIKGFRSLPFIIGCNPTILHVHELYIRAFQKLTDFPPIKDQADEAQYCQLVRQLLDDHKDVVTLLAEGLRESRKHIQDEKLVRYFLDKTLTSRLGIRMLATHHLALHEDKPDFVGIICTRLSPKKIIEKWVDFARRLCEHKYGNAPRVRINGHVAARFPFIPMPLDYILPELLKNAMRATMESHLDTPYNVPDVVI.... Result: 0 (no interaction). (7) The miRNA is hsa-miR-548k with sequence AAAAGUACUUGCGGAUUUUGCU. The protein sequence of the target gene is MAWQVSLLELEDWLQCPICLEVFKESLMLQCGHSYCKGCLVSLSYHLDTKVRCPMCWQVVDGSSSLPNVSLAWVIEALRLPGDPEPKVCVHHRNPLSLFCEKDQELICGLCGLLGSHQHHPVTPVSTVCSRMKEELAALFSELKQEQKKVDELIAKLVKNRTRIVNESDVFSWVIRREFQELRHPVDEEKARCLEGIGGHTRGLVASLDMQLEQAQGTRERLAQAECVLEQFGNEDHHEFIWKFHSMASR. Result: 1 (interaction).